This data is from Forward reaction prediction with 1.9M reactions from USPTO patents (1976-2016). The task is: Predict the product of the given reaction. (1) Given the reactants [NH:1]1[CH2:6][CH2:5][O:4][CH2:3][CH2:2]1.[NH:7]1[CH:11]=[CH:10][CH:9]=[C:8]1[C:12](=[O:14])[CH3:13].[CH2:15]=O.[OH-].[Na+], predict the reaction product. The product is: [N:1]1([CH2:15][C:10]2[CH:9]=[C:8]([C:12](=[O:14])[CH3:13])[NH:7][CH:11]=2)[CH2:6][CH2:5][O:4][CH2:3][CH2:2]1. (2) Given the reactants [F:1][C:2]([F:20])([F:19])[C:3]1[CH:8]=[CH:7][C:6]([C@@H:9]2[C:18]3[C:13](=[CH:14][CH:15]=[CH:16][CH:17]=3)[CH2:12][CH2:11][NH:10]2)=[CH:5][CH:4]=1.[N:21]1[CH:26]=[CH:25][CH:24]=[CH:23][C:22]=1[NH:27][C:28](=O)[O:29]C1C=CC([N+]([O-])=O)=CC=1, predict the reaction product. The product is: [N:21]1[CH:26]=[CH:25][CH:24]=[CH:23][C:22]=1[NH:27][C:28]([N:10]1[CH2:11][CH2:12][C:13]2[C:18](=[CH:17][CH:16]=[CH:15][CH:14]=2)[C@H:9]1[C:6]1[CH:5]=[CH:4][C:3]([C:2]([F:1])([F:19])[F:20])=[CH:8][CH:7]=1)=[O:29]. (3) Given the reactants CC[C@H]1[C@H]2C[C@H:37]([C@H:36]([O:35]C3C4C(=CC=CC=4)C([O:35][C@H:36]([C:47]4[CH:56]=[CH:55][N:54]=[C:53]5[C:48]=4[CH:49]=[C:50](OC)[CH:51]=[CH:52]5)[C@@H:37]4N5C[C@H](CC)[C@@H](CC5)C4)=NN=3)[C:47]3[CH:56]=[CH:55][N:54]=[C:53]4[C:48]=3[CH:49]=[C:50](OC)[CH:51]=[CH:52]4)N(CC2)C1.[OH2:59].[CH3:60][CH2:61][O:62][C:63]([CH3:65])=O, predict the reaction product. The product is: [OH:35][C@H:36]([CH2:37][OH:59])[CH2:47][C:56]1[C:52]2[C:53](=[CH:48][CH:49]=[CH:50][CH:51]=2)[N:54]([C:36]2[CH:47]=[CH:48][C:61]([O:62][C:63]3[CH:65]=[CH:49][C:48]([C:53]#[N:54])=[CH:47][CH:36]=3)=[CH:60][CH:37]=2)[CH:55]=1.